This data is from Full USPTO retrosynthesis dataset with 1.9M reactions from patents (1976-2016). The task is: Predict the reactants needed to synthesize the given product. (1) Given the product [N:29]1([C:14]2[C:13]([C:20]3[CH:21]=[N:22][CH:23]=[N:24][CH:25]=3)=[CH:12][N:11]=[C:10]([NH:9][C:4]3[CH:5]=[CH:6][C:7]([F:8])=[C:2]([Cl:1])[CH:3]=3)[N:15]=2)[CH2:30][CH2:32][CH2:39][CH2:38][CH2:34][CH2:33]1, predict the reactants needed to synthesize it. The reactants are: [Cl:1][C:2]1[CH:3]=[C:4]([NH:9][C:10]2[N:15]=[C:14](S(C)(=O)=O)[C:13]([C:20]3[CH:21]=[N:22][CH:23]=[N:24][CH:25]=3)=[CH:12][N:11]=2)[CH:5]=[CH:6][C:7]=1[F:8].C([N:29]([CH2:33][CH3:34])[CH:30]([CH3:32])C)(C)C.O.CN1C(=O)C[CH2:39][CH2:38]1. (2) Given the product [CH:1]1([N:6]2[CH2:7][CH2:8][N:9]([NH:12][C:41]([C:38]3[CH:39]=[N:40][C:35]([C:31]4[CH:32]=[CH:33][CH:34]=[C:29]([F:28])[CH:30]=4)=[N:36][CH:37]=3)=[O:42])[CH2:10][CH2:11]2)[CH2:5][CH2:4][CH2:3][CH2:2]1, predict the reactants needed to synthesize it. The reactants are: [CH:1]1([N:6]2[CH2:11][CH2:10][N:9]([NH2:12])[CH2:8][CH2:7]2)[CH2:5][CH2:4][CH2:3][CH2:2]1.COC(=O)CCC1C(=O)N(N)C(=O)NC=1.[F:28][C:29]1[CH:30]=[C:31]([C:35]2[N:40]=[CH:39][C:38]([C:41](O)=[O:42])=[CH:37][N:36]=2)[CH:32]=[CH:33][CH:34]=1.C1(N2CCN([NH-])CC2)CCCC1. (3) Given the product [F:41][CH:39]([F:40])[CH2:38][O:37][C:29]1[CH:30]=[CH:31][C:32]([CH:34]([F:36])[F:35])=[CH:33][C:28]=1[C:24]1[C:23]2[N:22]([N:21]=[C:20]([NH:19][C:17]3[CH:16]=[CH:15][C:12]4[CH2:13][CH2:14][NH:8][CH2:9][CH2:10][C:11]=4[CH:18]=3)[N:42]=2)[CH:27]=[CH:26][CH:25]=1, predict the reactants needed to synthesize it. The reactants are: C(OC([N:8]1[CH2:14][CH2:13][C:12]2[CH:15]=[CH:16][C:17]([NH:19][C:20]3[N:42]=[C:23]4[C:24]([C:28]5[CH:33]=[C:32]([CH:34]([F:36])[F:35])[CH:31]=[CH:30][C:29]=5[O:37][CH2:38][CH:39]([F:41])[F:40])=[CH:25][CH:26]=[CH:27][N:22]4[N:21]=3)=[CH:18][C:11]=2[CH2:10][CH2:9]1)=O)(C)(C)C.FC(F)(F)C(O)=O. (4) Given the product [OH:40][CH:38]([CH3:39])[CH2:37][NH:36][C:27]([NH:26][C:16]1[C:17]([CH3:25])=[C:18]([C:19]2[CH:24]=[CH:23][CH:22]=[CH:21][CH:20]=2)[C:13]2[O:12][CH2:11][CH:10]([C:7]3[CH:8]=[CH:9][C:4]([CH:1]([CH3:3])[CH3:2])=[CH:5][CH:6]=3)[C:14]=2[C:15]=1[CH3:35])=[O:34], predict the reactants needed to synthesize it. The reactants are: [CH:1]([C:4]1[CH:9]=[CH:8][C:7]([CH:10]2[C:14]3[C:15]([CH3:35])=[C:16]([NH:26][C:27](=[O:34])OCC(Cl)(Cl)Cl)[C:17]([CH3:25])=[C:18]([C:19]4[CH:24]=[CH:23][CH:22]=[CH:21][CH:20]=4)[C:13]=3[O:12][CH2:11]2)=[CH:6][CH:5]=1)([CH3:3])[CH3:2].[NH2:36][CH2:37][CH:38]([OH:40])[CH3:39].